From a dataset of Forward reaction prediction with 1.9M reactions from USPTO patents (1976-2016). Predict the product of the given reaction. (1) Given the reactants I[C:2]1[C:7]2[N:8]([C:11]3[CH:16]=[CH:15][CH:14]=[CH:13][CH:12]=3)[CH:9]=[N:10][C:6]=2[CH:5]=[C:4]([C:17]([F:20])([F:19])[F:18])[CH:3]=1.[NH2:21][C:22]1[CH:23]=[C:24](B(O)O)[CH:25]=[CH:26][CH:27]=1.C(=O)([O-])[O-].[Na+].[Na+].C(O)CCO, predict the reaction product. The product is: [NH2:21][C:22]1[CH:27]=[C:26]([C:2]2[C:7]3[N:8]([C:11]4[CH:16]=[CH:15][CH:14]=[CH:13][CH:12]=4)[CH:9]=[N:10][C:6]=3[CH:5]=[C:4]([C:17]([F:20])([F:19])[F:18])[CH:3]=2)[CH:25]=[CH:24][CH:23]=1. (2) Given the reactants [CH3:1][C:2]1[CH:10]=[C:6]([C:7]([OH:9])=[O:8])[C:5]([OH:11])=[CH:4][CH:3]=1.S(=O)(=O)(O)O.[CH2:17](O)[CH3:18], predict the reaction product. The product is: [CH3:1][C:2]1[CH:10]=[C:6]([C:7]([O:9][CH2:17][CH3:18])=[O:8])[C:5]([OH:11])=[CH:4][CH:3]=1.